This data is from Full USPTO retrosynthesis dataset with 1.9M reactions from patents (1976-2016). The task is: Predict the reactants needed to synthesize the given product. (1) The reactants are: [Cl:1][C:2]1[C:3]2[N:4]([C:8]([CH:27]3[CH2:30][C:29](=[CH2:31])[CH2:28]3)=[N:9][C:10]=2[C:11]2[CH:20]=[C:19]3[C:14]([CH:15]=[CH:16][C:17]([C:21]4[CH:26]=[CH:25][CH:24]=[CH:23][CH:22]=4)=[N:18]3)=[CH:13][CH:12]=2)[CH:5]=[CH:6][N:7]=1.C[N+]1([O-])CC[O:36]CC1.[O-]S([O-])=O.[Na+].[Na+].C1COCC1.[OH2:51]. Given the product [Cl:1][C:2]1[C:3]2[N:4]([C:8]([CH:27]3[CH2:30][C:29]([CH2:31][OH:36])([OH:51])[CH2:28]3)=[N:9][C:10]=2[C:11]2[CH:20]=[C:19]3[C:14]([CH:15]=[CH:16][C:17]([C:21]4[CH:26]=[CH:25][CH:24]=[CH:23][CH:22]=4)=[N:18]3)=[CH:13][CH:12]=2)[CH:5]=[CH:6][N:7]=1, predict the reactants needed to synthesize it. (2) Given the product [CH3:47][C:48]1([CH3:65])[C:52]2[C:53]([O:57][C:58]3[N:63]=[CH:62][C:61]([NH:64][C:11](=[O:13])[C@H:9]([NH:8][C:6](=[O:7])[O:5][C:2]([CH3:1])([CH3:3])[CH3:4])[CH3:10])=[CH:60][CH:59]=3)=[CH:54][CH:55]=[CH:56][C:51]=2[O:50][CH2:49]1, predict the reactants needed to synthesize it. The reactants are: [CH3:1][C:2]([O:5][C:6]([NH:8][C@@H:9]([C:11]([OH:13])=O)[CH3:10])=[O:7])([CH3:4])[CH3:3].CCN(C(C)C)C(C)C.CN(C(ON1N=NC2C=CC=NC1=2)=[N+](C)C)C.F[P-](F)(F)(F)(F)F.[CH3:47][C:48]1([CH3:65])[C:52]2[C:53]([O:57][C:58]3[N:63]=[CH:62][C:61]([NH2:64])=[CH:60][CH:59]=3)=[CH:54][CH:55]=[CH:56][C:51]=2[O:50][CH2:49]1.